Dataset: Forward reaction prediction with 1.9M reactions from USPTO patents (1976-2016). Task: Predict the product of the given reaction. Given the reactants C[O:2][C:3]([C:5]1[C:13]2[C:8](=[CH:9][CH:10]=[C:11]([F:14])[CH:12]=2)[N:7]([NH:15][C:16]([C:18]2[C:19]([CH3:30])=[N:20][C:21]([C:24]3[CH:29]=[CH:28][CH:27]=[CH:26][N:25]=3)=[N:22][CH:23]=2)=[O:17])[CH:6]=1)=[O:4].[OH-].[K+], predict the reaction product. The product is: [F:14][C:11]1[CH:12]=[C:13]2[C:8](=[CH:9][CH:10]=1)[N:7]([NH:15][C:16]([C:18]1[C:19]([CH3:30])=[N:20][C:21]([C:24]3[CH:29]=[CH:28][CH:27]=[CH:26][N:25]=3)=[N:22][CH:23]=1)=[O:17])[CH:6]=[C:5]2[C:3]([OH:4])=[O:2].